Dataset: Catalyst prediction with 721,799 reactions and 888 catalyst types from USPTO. Task: Predict which catalyst facilitates the given reaction. (1) Reactant: N#N.[CH2:3]([O:10][C:11]1[CH:16]=[CH:15][C:14]([C@H:17]2[N:20]([C:21]3[CH:26]=[CH:25][C:24]([F:27])=[CH:23][CH:22]=3)[C:19](=[O:28])[C@@H:18]2[CH2:29][CH2:30][C:31]([C:33]2[CH:38]=[CH:37][C:36]([F:39])=[CH:35][CH:34]=2)=[O:32])=[CH:13][CH:12]=1)[C:4]1[CH:9]=[CH:8][CH:7]=[CH:6][CH:5]=1.B1(C)OC(C2C=CC=CC=2)(C2C=CC=CC=2)[C@@H]2N1CCC2.Cl. Product: [CH2:3]([O:10][C:11]1[CH:12]=[CH:13][C:14]([C@H:17]2[N:20]([C:21]3[CH:26]=[CH:25][C:24]([F:27])=[CH:23][CH:22]=3)[C:19](=[O:28])[C@@H:18]2[CH2:29][CH2:30][C@@H:31]([C:33]2[CH:38]=[CH:37][C:36]([F:39])=[CH:35][CH:34]=2)[OH:32])=[CH:15][CH:16]=1)[C:4]1[CH:5]=[CH:6][CH:7]=[CH:8][CH:9]=1. The catalyst class is: 92. (2) Reactant: [ClH:1].[F:2][C:3]1[CH:8]=[CH:7][C:6]([C:9]2[C:17]3[C:16]([N:18]4[CH2:23][CH2:22][CH:21]([NH:24]C(=O)OC(C)(C)C)[CH2:20][CH2:19]4)=[N:15][CH:14]=[N:13][C:12]=3[O:11][C:10]=2[C:32]2[CH:37]=[CH:36][C:35]([N:38]([CH:40]=[O:41])[CH3:39])=[CH:34][CH:33]=2)=[CH:5][CH:4]=1. Product: [ClH:1].[NH2:24][CH:21]1[CH2:20][CH2:19][N:18]([C:16]2[C:17]3[C:9]([C:6]4[CH:5]=[CH:4][C:3]([F:2])=[CH:8][CH:7]=4)=[C:10]([C:32]4[CH:37]=[CH:36][C:35]([N:38]([CH3:39])[CH:40]=[O:41])=[CH:34][CH:33]=4)[O:11][C:12]=3[N:13]=[CH:14][N:15]=2)[CH2:23][CH2:22]1. The catalyst class is: 12. (3) Reactant: [F:1][C:2]1[C:7]([F:8])=[C:6]([O:9][CH2:10][CH2:11][N:12]([CH2:14][CH2:15][O:16][CH3:17])[CH3:13])[CH:5]=[CH:4][C:3]=1[CH2:18][N:19]([N:46]([CH3:56])[C:47]1(C(OC)=O)[CH2:51][CH2:50][CH2:49][CH2:48]1)[C:20](=[O:45])[CH2:21][C:22](=[O:44])[NH:23][C:24]1[CH:29]=[CH:28][C:27]([C:30]([F:33])([F:32])[F:31])=[CH:26][C:25]=1[C:34]1[CH:39]=[C:38]([C:40]([F:43])([F:42])[F:41])[N:37]=[CH:36][N:35]=1.[C:57](=[O:60])([O-])[O-].[K+].[K+].Cl. Product: [F:1][C:2]1[C:7]([F:8])=[C:6]([O:9][CH2:10][CH2:11][N:12]([CH2:14][CH2:15][O:16][CH3:17])[CH3:13])[CH:5]=[CH:4][C:3]=1[CH2:18][N:19]1[C:20](=[O:45])[C:21]([C:22]([NH:23][C:24]2[CH:29]=[CH:28][C:27]([C:30]([F:32])([F:33])[F:31])=[CH:26][C:25]=2[C:34]2[CH:39]=[C:38]([C:40]([F:43])([F:42])[F:41])[N:37]=[CH:36][N:35]=2)=[O:44])=[C:57]([OH:60])[C:47]2([CH2:48][CH2:49][CH2:50][CH2:51]2)[N:46]1[CH3:56]. The catalyst class is: 32. (4) Reactant: [Li+].[I-].[CH2:3]([Mg]Br)[CH2:4][CH2:5][CH2:6][CH3:7].Cl[C:11](=[O:17])[C:12]([O:14][CH2:15][CH3:16])=[O:13]. Product: [O:17]=[C:11]([CH2:3][CH2:4][CH2:5][CH2:6][CH3:7])[C:12]([O:14][CH2:15][CH3:16])=[O:13]. The catalyst class is: 1. (5) The catalyst class is: 17. Reactant: [O:1]1[C:5]2[CH:6]=[CH:7][C:8]([C:10]3([C:13](Cl)=[O:14])[CH2:12][CH2:11]3)=[CH:9][C:4]=2[O:3][CH2:2]1.[F:16][C:17]([F:32])([F:31])[C:18]1[CH:23]=[C:22]([NH:24][C:25]2[CH:30]=[CH:29][CH:28]=[CH:27][N:26]=2)[CH:21]=[CH:20][N:19]=1. Product: [O:1]1[C:5]2[CH:6]=[CH:7][C:8]([C:10]3([C:13]([N:24]([C:25]4[CH:30]=[CH:29][CH:28]=[CH:27][N:26]=4)[C:22]4[CH:21]=[CH:20][N:19]=[C:18]([C:17]([F:32])([F:16])[F:31])[CH:23]=4)=[O:14])[CH2:12][CH2:11]3)=[CH:9][C:4]=2[O:3][CH2:2]1. (6) Reactant: [H-].[Al+3].[Li+].[H-].[H-].[H-].C[O:8][C:9](=O)[CH2:10][C:11]1([CH2:27][CH3:28])[CH2:16][CH2:15][N:14]([C:17]2[S:18][C:19]3[CH:25]=[C:24]([Cl:26])[CH:23]=[CH:22][C:20]=3[N:21]=2)[CH2:13][CH2:12]1.O.[OH-].[Na+]. Product: [Cl:26][C:24]1[CH:23]=[CH:22][C:20]2[N:21]=[C:17]([N:14]3[CH2:15][CH2:16][C:11]([CH2:10][CH2:9][OH:8])([CH2:27][CH3:28])[CH2:12][CH2:13]3)[S:18][C:19]=2[CH:25]=1. The catalyst class is: 7. (7) Reactant: Br[C:2]1[S:3][CH:4]=[C:5]([C:7]2[CH:12]=[CH:11][CH:10]=[CH:9][CH:8]=2)[N:6]=1.[CH3:13][O:14][C:15]([CH:17]1[CH2:21][CH2:20][NH:19][CH2:18]1)=[O:16].P([O-])([O-])([O-])=O.[K+].[K+].[K+].C(P(C(C)(C)C)C(C)(C)C)(C)(C)C. Product: [C:7]1([C:5]2[N:6]=[C:2]([N:19]3[CH2:20][CH2:21][CH:17]([C:15]([O:14][CH3:13])=[O:16])[CH2:18]3)[S:3][CH:4]=2)[CH:12]=[CH:11][CH:10]=[CH:9][CH:8]=1. The catalyst class is: 164. (8) Reactant: [Cl:1][C:2]1[CH:3]=[C:4]2[C:8](=[CH:9][CH:10]=1)[N:7]([C:11]1[N:15]([CH3:16])[N:14]=[C:13]([CH3:17])[C:12]=1[CH2:18][OH:19])[CH:6]=[CH:5]2.[CH2:20]([S:25]([NH2:28])(=[O:27])=[O:26])[CH2:21][CH2:22][CH2:23][CH3:24].N12CCCN=C1CCCCC2.Cl.CN(C)[CH:43]=[O:44]. Product: [CH2:20]([S:25]([NH:28][C:43](=[O:44])[O:19][CH2:18][C:12]1[C:13]([CH3:17])=[N:14][N:15]([CH3:16])[C:11]=1[N:7]1[C:8]2[C:4](=[CH:3][C:2]([Cl:1])=[CH:10][CH:9]=2)[CH:5]=[CH:6]1)(=[O:27])=[O:26])[CH2:21][CH2:22][CH2:23][CH3:24]. The catalyst class is: 277. (9) Reactant: [Cl:1][C:2]1[CH:7]=[C:6]([N:8]=[C:9]=[S:10])[CH:5]=[C:4]([C:11]([F:14])([F:13])[F:12])[C:3]=1[C:15]1[CH:20]=[CH:19][C:18]([S:21]([NH:24][CH2:25][C@@H:26]2[CH2:30][CH2:29][CH2:28][N:27]2[C:31]([O:33][C:34]([CH3:37])([CH3:36])[CH3:35])=[O:32])(=[O:23])=[O:22])=[CH:17][CH:16]=1.[N:38]#[C:39][NH2:40].[Na].[CH3:42]O.CI. Product: [Cl:1][C:2]1[CH:7]=[C:6]([N:8]([NH:38][C:39]#[N:40])[CH2:9][S:10][CH3:42])[CH:5]=[C:4]([C:11]([F:12])([F:13])[F:14])[C:3]=1[C:15]1[CH:16]=[CH:17][C:18]([S:21]([NH:24][CH2:25][C@@H:26]2[CH2:30][CH2:29][CH2:28][N:27]2[C:31]([O:33][C:34]([CH3:37])([CH3:36])[CH3:35])=[O:32])(=[O:23])=[O:22])=[CH:19][CH:20]=1. The catalyst class is: 216. (10) Reactant: [CH:1]([N:4]1[C:8]([C:9]2[N:18]=[C:17]3[N:11]([CH2:12][CH2:13][O:14][C:15]4[CH:22]=[C:21](/[CH:23]=[CH:24]/[S:25]([NH2:28])(=[O:27])=[O:26])[CH:20]=[CH:19][C:16]=43)[CH:10]=2)=[N:7][CH:6]=[N:5]1)([CH3:3])[CH3:2]. Product: [CH:1]([N:4]1[C:8]([C:9]2[N:18]=[C:17]3[C:16]4[CH:19]=[CH:20][C:21]([CH2:23][CH2:24][S:25]([NH2:28])(=[O:26])=[O:27])=[CH:22][C:15]=4[O:14][CH2:13][CH2:12][N:11]3[CH:10]=2)=[N:7][CH:6]=[N:5]1)([CH3:3])[CH3:2]. The catalyst class is: 707.